This data is from Forward reaction prediction with 1.9M reactions from USPTO patents (1976-2016). The task is: Predict the product of the given reaction. (1) The product is: [S:5]([OH:9])([OH:8])(=[O:7])=[O:6].[CH3:14][C:15]1[CH:23]=[C:22]([C:24]([NH:26][C:27]2[CH:32]=[CH:31][CH:30]=[C:29]([C:33]3[C:42]4[C:37](=[CH:38][C:39]([O:45][CH3:46])=[C:40]([O:43][CH3:44])[CH:41]=4)[N:36]=[C:35]([NH:47][CH3:48])[N:34]=3)[CH:28]=2)=[O:25])[CH:21]=[CH:20][C:16]=1[C:17]([OH:19])=[O:18]. Given the reactants CS(C)=O.[S:5](=[O:9])(=[O:8])([OH:7])[OH:6].CC(O)C.[CH3:14][C:15]1[CH:23]=[C:22]([C:24]([NH:26][C:27]2[CH:32]=[CH:31][CH:30]=[C:29]([C:33]3[C:42]4[C:37](=[CH:38][C:39]([O:45][CH3:46])=[C:40]([O:43][CH3:44])[CH:41]=4)[N:36]=[C:35]([NH:47][CH3:48])[N:34]=3)[CH:28]=2)=[O:25])[CH:21]=[CH:20][C:16]=1[C:17]([OH:19])=[O:18], predict the reaction product. (2) Given the reactants [Br:1][C:2]1[C:14]([F:15])=[CH:13][C:12]([C:16](=[O:18])[NH2:17])=[C:11]2[C:3]=1[C:4]1[CH2:5][CH2:6][CH:7](C(OCC)=O)[CH2:8][C:9]=1[NH:10]2.[CH3:24][Li].CC[O:28][CH2:29][CH3:30].[NH4+].[Cl-], predict the reaction product. The product is: [Br:1][C:2]1[C:14]([F:15])=[CH:13][C:12]([C:16]([NH2:17])=[O:18])=[C:11]2[C:3]=1[C:4]1[CH2:5][CH2:6][CH:7]([C:29]([OH:28])([CH3:30])[CH3:24])[CH2:8][C:9]=1[NH:10]2. (3) Given the reactants [Br:1][C:2]1[CH:3]=[C:4]([CH2:9][OH:10])[C:5]([CH3:8])=[N:6][CH:7]=1.[H-].[Na+].[CH2:13]1COCC1, predict the reaction product. The product is: [Br:1][C:2]1[CH:3]=[C:4]([CH2:9][O:10][CH3:13])[C:5]([CH3:8])=[N:6][CH:7]=1.